From a dataset of Reaction yield outcomes from USPTO patents with 853,638 reactions. Predict the reaction yield, written as a fraction of the theoretical maximum amount of product (1.0 means a 100% yield; for example, 0.34 means a 34% yield). (1) The catalyst is C(Cl)(Cl)Cl. The yield is 0.590. The reactants are C([O:3][C:4](=[O:33])[CH2:5][NH:6][C:7]([C:9]1[C:14](=[O:15])[N:13]([CH2:16][C:17]2[CH:22]=[CH:21][CH:20]=[CH:19][C:18]=2[C:23]([F:26])([F:25])[F:24])[C:12]([OH:27])=[C:11]([C:28](OC)=[O:29])[C:10]=1[OH:32])=[O:8])C.[CH:34]([NH2:37])([CH3:36])[CH3:35]. The product is [OH:32][C:10]1[C:11]([C:28]([NH:37][CH:34]([CH3:36])[CH3:35])=[O:29])=[C:12]([OH:27])[N:13]([CH2:16][C:17]2[CH:22]=[CH:21][CH:20]=[CH:19][C:18]=2[C:23]([F:26])([F:25])[F:24])[C:14](=[O:15])[C:9]=1[C:7]([NH:6][CH2:5][C:4]([OH:33])=[O:3])=[O:8]. (2) The reactants are CN1CCN(C2C=CC(N[CH:15]=[C:16]3[C:24]4[C:19](=[CH:20][C:21]([C:25]([C:27]5[CH:28]=[C:29]([NH:33][C:34]([C:36]6[C:40]([Cl:41])=[CH:39][N:38]([CH2:42][CH3:43])[N:37]=6)=[O:35])[CH:30]=[CH:31][CH:32]=5)=[O:26])=[CH:22][CH:23]=4)[NH:18][C:17]3=[O:44])=CC=2)CC1.C1COCC1.[N:50]1([CH2:55][C:56]2[CH:61]=[CH:60][C:59]([NH2:62])=[CH:58][CH:57]=2)[CH2:54][CH2:53][CH2:52][CH2:51]1. The catalyst is CCOC(C)=O.CCCCCC. The product is [O:44]=[C:17]1[C:16](=[CH:15][NH:62][C:59]2[CH:58]=[CH:57][C:56]([CH2:55][N:50]3[CH2:54][CH2:53][CH2:52][CH2:51]3)=[CH:61][CH:60]=2)[C:24]2[C:19](=[CH:20][C:21]([C:25]([C:27]3[CH:28]=[C:29]([NH:33][C:34]([C:36]4[C:40]([Cl:41])=[CH:39][N:38]([CH2:42][CH3:43])[N:37]=4)=[O:35])[CH:30]=[CH:31][CH:32]=3)=[O:26])=[CH:22][CH:23]=2)[NH:18]1. The yield is 0.310.